Dataset: Forward reaction prediction with 1.9M reactions from USPTO patents (1976-2016). Task: Predict the product of the given reaction. (1) The product is: [CH3:53][CH:51]1[N:50]([C:54]2[CH:59]=[CH:58][C:57]([C:60]([N:62]3[CH2:67][CH2:66][N:65]([C:68]4[C:73]([CH3:74])=[CH:72][C:71]([CH3:75])=[C:70]([CH3:76])[N:69]=4)[CH2:64][CH2:63]3)=[O:61])=[CH:56][N:55]=2)[C:49](=[O:77])[NH:48][CH2:52]1. Given the reactants BrC1N=CC(C(N2CCN(C3C(C)=CC(C)=C(C)N=3)CC2)=O)=CC=1.COC1C=CC(CN2CC(C)NC2=O)=CC=1.COC1C=CC(C[N:48]2[CH2:52][CH:51]([CH3:53])[N:50]([C:54]3[CH:59]=[CH:58][C:57]([C:60]([N:62]4[CH2:67][CH2:66][N:65]([C:68]5[C:73]([CH3:74])=[CH:72][C:71]([CH3:75])=[C:70]([CH3:76])[N:69]=5)[CH2:64][CH2:63]4)=[O:61])=[CH:56][N:55]=3)[C:49]2=[O:77])=CC=1, predict the reaction product. (2) Given the reactants [O:1]=[C:2]([CH3:8])[C:3]([O:5][CH2:6][CH3:7])=[O:4].[CH3:9][C:10]([CH3:15])([CH2:13]O)[CH2:11][OH:12].B(F)(F)F.CCOCC, predict the reaction product. The product is: [CH3:8][C:2]1([C:3]([O:5][CH2:6][CH3:7])=[O:4])[O:12][CH2:11][C:10]([CH3:15])([CH3:13])[CH2:9][O:1]1. (3) Given the reactants C(OC([NH:8][CH2:9][C:10]1[CH:44]=[CH:43][C:13]2[N:14]([CH2:35][CH2:36][CH2:37][CH2:38][O:39][C:40](=[O:42])[CH3:41])[C:15]([CH2:17][N:18]3[C:27]4[C:22](=[CH:23][CH:24]=[CH:25][CH:26]=4)[C:21](=[O:28])[N:20]([CH2:29][C:30]([F:33])([F:32])[F:31])[C:19]3=[O:34])=[N:16][C:12]=2[CH:11]=1)=O)(C)(C)C.C(O)(C(F)(F)F)=O.Cl.O1CCOCC1, predict the reaction product. The product is: [NH2:8][CH2:9][C:10]1[CH:44]=[CH:43][C:13]2[N:14]([CH2:35][CH2:36][CH2:37][CH2:38][O:39][C:40](=[O:42])[CH3:41])[C:15]([CH2:17][N:18]3[C:27]4[C:22](=[CH:23][CH:24]=[CH:25][CH:26]=4)[C:21](=[O:28])[N:20]([CH2:29][C:30]([F:33])([F:31])[F:32])[C:19]3=[O:34])=[N:16][C:12]=2[CH:11]=1. (4) Given the reactants [CH3:1][O:2][C:3](=[O:19])[C:4]1[C:9]([NH:10]CC2C=CC=CC=2)=[CH:8][C:7]([Cl:18])=[N:6][CH:5]=1.C([O-])([O-])=O.[K+].[K+], predict the reaction product. The product is: [CH3:1][O:2][C:3](=[O:19])[C:4]1[C:9]([NH2:10])=[CH:8][C:7]([Cl:18])=[N:6][CH:5]=1. (5) Given the reactants [CH3:1][C@H:2]1[CH2:11][C@@H:10]([N:12]([C:16]2[CH:21]=[CH:20][CH:19]=[CH:18][CH:17]=2)[C:13](=[O:15])[CH3:14])[C:9]2[C:4](=[CH:5][CH:6]=[CH:7][CH:8]=2)[N:3]1[C:22]([C:24]1[S:25][C:26](C2C=CC=CC=2)=[CH:27][CH:28]=1)=[O:23].O1C=CC=[C:36]1C(Cl)=O, predict the reaction product. The product is: [CH3:1][C@H:2]1[CH2:11][C@@H:10]([N:12]([C:16]2[CH:21]=[CH:20][CH:19]=[CH:18][CH:17]=2)[C:13](=[O:15])[CH3:14])[C:9]2[C:4](=[CH:5][CH:6]=[CH:7][CH:8]=2)[N:3]1[C:22]([C:24]1[S:25][CH:26]=[CH:27][C:28]=1[CH3:36])=[O:23]. (6) Given the reactants [SH:1][C:2]1[N:3]([CH3:7])[CH:4]=[CH:5][N:6]=1.[NH2:8][C:9]1[CH:14]=[N:13][C:12]([CH3:15])=[CH:11][N:10]=1.Cl[C:17]1[C:18]2[N:26]=[C:25](Cl)[CH:24]=[CH:23][C:19]=2[N:20]=[CH:21][N:22]=1, predict the reaction product. The product is: [CH3:7][N:3]1[CH:4]=[CH:5][N:6]=[C:2]1[S:1][C:25]1[CH:24]=[CH:23][C:19]2[N:20]=[CH:21][N:22]=[C:17]([NH:8][C:9]3[CH:14]=[N:13][C:12]([CH3:15])=[CH:11][N:10]=3)[C:18]=2[N:26]=1. (7) Given the reactants [CH2:1]([O:8][C:9]1[CH:14]=[CH:13][C:12]([C:15]2[N:16]([CH2:21][CH2:22][C:23]3[CH:28]=[CH:27][C:26]([OH:29])=[CH:25][CH:24]=3)[C:17]([CH3:20])=[CH:18][CH:19]=2)=[CH:11][CH:10]=1)[C:2]1[CH:7]=[CH:6][CH:5]=[CH:4][CH:3]=1.Br[CH2:31][CH2:32][CH2:33][CH2:34][CH2:35][CH2:36][CH2:37][CH2:38][CH2:39][CH2:40][CH2:41][CH3:42].C(=O)([O-])[O-].[K+].[K+].O, predict the reaction product. The product is: [CH2:1]([O:8][C:9]1[CH:14]=[CH:13][C:12]([C:15]2[N:16]([CH2:21][CH2:22][C:23]3[CH:28]=[CH:27][C:26]([O:29][CH2:42][CH2:41][CH2:40][CH2:39][CH2:38][CH2:37][CH2:36][CH2:35][CH2:34][CH2:33][CH2:32][CH3:31])=[CH:25][CH:24]=3)[C:17]([CH3:20])=[CH:18][CH:19]=2)=[CH:11][CH:10]=1)[C:2]1[CH:3]=[CH:4][CH:5]=[CH:6][CH:7]=1. (8) Given the reactants [CH3:1][N:2]([CH3:28])[C:3]([N:5]1[CH2:10][CH:9]=[C:8]([C:11]2[NH:27][C:14]3[N:15]=[CH:16][N:17]=[C:18]([C:19]4[CH:24]=[CH:23][C:22]([F:25])=[C:21]([NH2:26])[CH:20]=4)[C:13]=3[CH:12]=2)[CH2:7][CH2:6]1)=[O:4].[CH:29]1([C:32]2[CH:40]=[CH:39][C:35]([C:36](Cl)=[O:37])=[CH:34][CH:33]=2)[CH2:31][CH2:30]1, predict the reaction product. The product is: [CH3:1][N:2]([CH3:28])[C:3]([N:5]1[CH2:6][CH:7]=[C:8]([C:11]2[NH:27][C:14]3[N:15]=[CH:16][N:17]=[C:18]([C:19]4[CH:24]=[CH:23][C:22]([F:25])=[C:21]([NH:26][C:36](=[O:37])[C:35]5[CH:39]=[CH:40][C:32]([CH:29]6[CH2:31][CH2:30]6)=[CH:33][CH:34]=5)[CH:20]=4)[C:13]=3[CH:12]=2)[CH2:9][CH2:10]1)=[O:4]. (9) Given the reactants [CH2:1]([N:3]([CH2:33][CH3:34])[C:4]1[CH:5]=[C:6]([O:10][C:11]2[CH:12]=[C:13]3[C:17](=[C:18]([C:20]#[N:21])[CH:19]=2)[NH:16][CH:15]=[C:14]3[CH:22]2[CH2:27][CH2:26][N:25]([S:28]([CH2:31][CH3:32])(=[O:30])=[O:29])[CH2:24][CH2:23]2)[CH:7]=[CH:8][CH:9]=1)[CH3:2].CC[O:37]C(C)=O.O, predict the reaction product. The product is: [CH2:33]([N:3]([CH2:1][CH3:2])[C:4]1[CH:5]=[C:6]([O:10][C:11]2[CH:12]=[C:13]3[C:17](=[C:18]([C:20]([NH2:21])=[O:37])[CH:19]=2)[NH:16][CH:15]=[C:14]3[CH:22]2[CH2:23][CH2:24][N:25]([S:28]([CH2:31][CH3:32])(=[O:30])=[O:29])[CH2:26][CH2:27]2)[CH:7]=[CH:8][CH:9]=1)[CH3:34].